This data is from Full USPTO retrosynthesis dataset with 1.9M reactions from patents (1976-2016). The task is: Predict the reactants needed to synthesize the given product. (1) The reactants are: [CH3:1][CH:2]([CH3:12])[C:3]([CH:5]1[CH2:10][CH2:9][CH2:8][CH2:7][C:6]1=O)=O.[NH:13]([CH2:15][C:16]1[CH:25]=[CH:24][C:19]([C:20]([O:22][CH3:23])=[O:21])=[CH:18][CH:17]=1)[NH2:14].C1(C)C=CC(S(O)(=O)=O)=CC=1. Given the product [CH3:1][CH:2]([C:3]1[C:5]2[CH2:10][CH2:9][CH2:8][CH2:7][C:6]=2[N:13]([CH2:15][C:16]2[CH:25]=[CH:24][C:19]([C:20]([O:22][CH3:23])=[O:21])=[CH:18][CH:17]=2)[N:14]=1)[CH3:12], predict the reactants needed to synthesize it. (2) Given the product [Cl:1][C:2]1[CH:18]=[CH:17][C:5]2[CH2:6][CH2:7][N:8]([C:11](=[O:16])[C:12]([F:14])([F:13])[F:15])[CH2:9][CH2:10][C:4]=2[C:3]=1[NH:42][CH2:41][C:40]1[CH:39]=[CH:38][C:37]([C:35]2[N:36]=[C:32]([NH:31][CH2:30][CH2:29][CH:28]([CH3:45])[CH3:27])[S:33][CH:34]=2)=[CH:44][CH:43]=1, predict the reactants needed to synthesize it. The reactants are: [Cl:1][C:2]1[CH:18]=[CH:17][C:5]2[CH2:6][CH2:7][N:8]([C:11](=[O:16])[C:12]([F:15])([F:14])[F:13])[CH2:9][CH2:10][C:4]=2[C:3]=1OS(C(F)(F)F)(=O)=O.[CH3:27][CH:28]([CH3:45])[CH2:29][CH2:30][NH:31][C:32]1[S:33][CH:34]=[C:35]([C:37]2[CH:44]=[CH:43][C:40]([CH2:41][NH2:42])=[CH:39][CH:38]=2)[N:36]=1. (3) The reactants are: [CH2:1]([O:3][C:4]([C:6]1[C:7]2[C:22](=[O:23])[CH:21]([C:24](=O)[CH3:25])[CH2:20][CH2:19][CH2:18][C:8]=2[N:9](C(OC(C)(C)C)=O)[CH:10]=1)=[O:5])[CH3:2].Cl.[NH2:28]O. Given the product [CH2:1]([O:3][C:4]([C:6]1[C:7]2[C:22]3[O:23][N:28]=[C:24]([CH3:25])[C:21]=3[CH2:20][CH2:19][CH2:18][C:8]=2[NH:9][CH:10]=1)=[O:5])[CH3:2], predict the reactants needed to synthesize it. (4) Given the product [CH2:14]([N:13]1[CH2:12][CH2:11][C@:10]23[C:5]4[C:4]5[O:19][C@H:18]2[C:20](=[O:21])[CH2:22][CH2:23][C@@:9]3([OH:24])[C@H:8]1[CH2:7][C:6]=4[CH:1]=[CH:2][C:3]=5[OH:25])[C:15]#[CH:16], predict the reactants needed to synthesize it. The reactants are: [CH:1]1[C:6]2[CH2:7][C@H:8]3[N:13]([CH2:14][CH:15]4C[CH2:16]4)[CH2:12][CH2:11][C@:10]45[C@H:18]([C:20]([CH2:22][CH2:23][C@@:9]34[OH:24])=[O:21])[O:19][C:4]([C:5]=25)=[C:3]([OH:25])[CH:2]=1.Cl.C([O-])(O)=O.[Na+].C(Br)C#C.C([O-])([O-])=O.[Na+].[Na+]. (5) Given the product [NH:2]([C:8]1[CH:13]=[CH:12][C:11]([S:14]([CH3:17])(=[O:16])=[O:15])=[CH:10][N:9]=1)[NH2:3], predict the reactants needed to synthesize it. The reactants are: O.[NH2:2][NH2:3].CS([C:8]1[CH:13]=[CH:12][C:11]([S:14]([CH3:17])(=[O:16])=[O:15])=[CH:10][N:9]=1)(=O)=O. (6) Given the product [CH3:16][S:9][C:5]1[N:4]=[C:3]([C:2]([F:10])([F:1])[F:11])[CH:8]=[CH:7][N:6]=1, predict the reactants needed to synthesize it. The reactants are: [F:1][C:2]([F:11])([F:10])[C:3]1[CH:8]=[CH:7][N:6]=[C:5]([SH:9])[N:4]=1.[OH-].[Na+].CI.[CH2:16](Cl)Cl. (7) Given the product [CH:19]1([CH:18]([C:4]2[CH:3]=[C:2]([F:1])[C:7]([B:8]3[O:12][C:11]([CH3:13])([CH3:14])[C:10]([CH3:15])([CH3:16])[O:9]3)=[C:6]([F:17])[CH:5]=2)[OH:20])[CH2:22][CH2:21]1, predict the reactants needed to synthesize it. The reactants are: [F:1][C:2]1[CH:3]=[C:4]([CH:18]([OH:20])[CH3:19])[CH:5]=[C:6]([F:17])[C:7]=1[B:8]1[O:12][C:11]([CH3:14])([CH3:13])[C:10]([CH3:16])([CH3:15])[O:9]1.[CH:21]1(C(C2C=C(F)C=C(F)C=2)O)C[CH2:22]1. (8) Given the product [CH2:1]([O:3][C:4]([C:6]1[N:11]=[C:10]([CH2:12][CH:13]([CH3:15])[CH3:14])[C:9]2[N:16]=[C:17]([C:19]3[CH:20]=[CH:21][CH:22]=[CH:23][CH:24]=3)[S:18][C:8]=2[C:7]=1[OH:25])=[O:5])[CH3:2], predict the reactants needed to synthesize it. The reactants are: [CH2:1]([O:3][C:4]([C:6]1[N:11]=[C:10]([CH2:12][C:13]([CH3:15])=[CH2:14])[C:9]2[N:16]=[C:17]([C:19]3[CH:24]=[CH:23][CH:22]=[CH:21][CH:20]=3)[S:18][C:8]=2[C:7]=1[OH:25])=[O:5])[CH3:2]. (9) Given the product [OH:1][C:2]1[C:3]([CH3:17])=[C:4](/[CH:10]=[CH:11]/[C:12]([O:14][CH3:15])=[O:13])[CH:5]=[CH:6][C:7]=1[O:8][CH3:9], predict the reactants needed to synthesize it. The reactants are: [OH:1][C:2]1[C:3](I)=[C:4](/[CH:10]=[CH:11]/[C:12]([O:14][CH3:15])=[O:13])[CH:5]=[CH:6][C:7]=1[O:8][CH3:9].[CH3:17]B1OB(C)OB(C)O1.C(=O)([O-])[O-].[K+].[K+].